The task is: Regression. Given a peptide amino acid sequence and an MHC pseudo amino acid sequence, predict their binding affinity value. This is MHC class II binding data.. This data is from Peptide-MHC class II binding affinity with 134,281 pairs from IEDB. (1) The peptide sequence is KLNKFVSPKSVVGNF. The MHC is H-2-IAb with pseudo-sequence H-2-IAb. The binding affinity (normalized) is 0.584. (2) The peptide sequence is IYGLPWMTTQTSALS. The binding affinity (normalized) is 1.00. The MHC is DRB1_0401 with pseudo-sequence DRB1_0401.